The task is: Predict the reaction yield, written as a fraction of the theoretical maximum amount of product (1.0 means a 100% yield; for example, 0.34 means a 34% yield).. This data is from Reaction yield outcomes from USPTO patents with 853,638 reactions. (1) The yield is 0.980. The catalyst is CN(C=O)C. The reactants are [Br:1][C:2]1[CH:7]=[C:6]([N+:8]([O-:10])=[O:9])[C:5]([NH:11][CH:12]=[O:13])=[C:4]([F:14])[CH:3]=1.[H-].[Na+].Cl[CH2:18][C:19]1[CH:29]=[CH:28][C:22]2[N:23]=[C:24]([S:26][CH3:27])[S:25][C:21]=2[CH:20]=1. The product is [Br:1][C:2]1[CH:7]=[C:6]([N+:8]([O-:10])=[O:9])[C:5]([N:11]([CH2:18][C:19]2[CH:29]=[CH:28][C:22]3[N:23]=[C:24]([S:26][CH3:27])[S:25][C:21]=3[CH:20]=2)[CH:12]=[O:13])=[C:4]([F:14])[CH:3]=1. (2) The reactants are [C:1]1([N:13]2[CH2:17][CH2:16][CH:15]([NH:18]C(=O)OC(C)(C)C)[CH2:14]2)[N:5]2[C:6]3[CH:12]=[CH:11][NH:10][C:7]=3[N:8]=[CH:9][C:4]2=[CH:3][N:2]=1.Cl.CCN(C(C)C)C(C)C.[CH:36]1([S:39](Cl)(=[O:41])=[O:40])[CH2:38][CH2:37]1.C([O-])(O)=O.[Na+]. The catalyst is C(Cl)Cl. The product is [C:1]1([N:13]2[CH2:17][CH2:16][CH:15]([NH:18][S:39]([CH:36]3[CH2:38][CH2:37]3)(=[O:41])=[O:40])[CH2:14]2)[N:5]2[C:6]3[CH:12]=[CH:11][NH:10][C:7]=3[N:8]=[CH:9][C:4]2=[CH:3][N:2]=1. The yield is 0.700. (3) The reactants are [CH:1]1([C:4]2[N:8]([CH3:9])[C:7]3[C:10]([C:21]([O:23]C)=[O:22])=[CH:11][C:12]([C:14]4[C:15]([CH3:20])=[N:16][O:17][C:18]=4[CH3:19])=[CH:13][C:6]=3[N:5]=2)[CH2:3][CH2:2]1.[OH-].[Na+]. The catalyst is CO. The product is [CH:1]1([C:4]2[N:8]([CH3:9])[C:7]3[C:10]([C:21]([OH:23])=[O:22])=[CH:11][C:12]([C:14]4[C:15]([CH3:20])=[N:16][O:17][C:18]=4[CH3:19])=[CH:13][C:6]=3[N:5]=2)[CH2:2][CH2:3]1. The yield is 0.950.